From a dataset of Forward reaction prediction with 1.9M reactions from USPTO patents (1976-2016). Predict the product of the given reaction. (1) The product is: [Br:7][C:8]1[CH:9]=[C:10]([CH:14]=[CH:15][C:16]=1[C:17]([F:18])([F:19])[F:20])[CH2:11][NH2:13]. Given the reactants [H-].[H-].[H-].[H-].[Li+].[Al+3].[Br:7][C:8]1[CH:9]=[C:10]([CH:14]=[CH:15][C:16]=1[C:17]([F:20])([F:19])[F:18])[C:11]([NH2:13])=O.C(OCC)(=O)C.[OH-].[Na+], predict the reaction product. (2) Given the reactants C(=O)([O-])[O-].[K+].[K+].CN(C)CCN.I[C:14]1[CH:15]=[N:16][CH:17]=[CH:18][CH:19]=1.[NH:20]1[CH2:24][CH2:23][CH2:22][C:21]1=[O:25], predict the reaction product. The product is: [N:16]1[CH:17]=[CH:18][CH:19]=[C:14]([N:20]2[CH2:24][CH2:23][CH2:22][C:21]2=[O:25])[CH:15]=1. (3) Given the reactants [CH2:1]([O:8][C:9]1[CH:14]=[CH:13][C:12]([OH:15])=[CH:11][CH:10]=1)[C:2]1[CH:7]=[CH:6][CH:5]=[CH:4][CH:3]=1.Cl.[CH3:17][N:18]([CH3:22])[CH2:19][CH2:20]Cl.[H-].[Na+].O, predict the reaction product. The product is: [CH2:1]([O:8][C:9]1[CH:10]=[CH:11][C:12]([O:15][CH2:20][CH2:19][N:18]([CH3:22])[CH3:17])=[CH:13][CH:14]=1)[C:2]1[CH:3]=[CH:4][CH:5]=[CH:6][CH:7]=1.